Dataset: Full USPTO retrosynthesis dataset with 1.9M reactions from patents (1976-2016). Task: Predict the reactants needed to synthesize the given product. (1) Given the product [O:18]([C:24]1[CH:23]=[C:22]([C:26]2[N:27]([C:31]3[CH:36]=[CH:35][CH:34]=[CH:33][CH:32]=3)[CH:28]=[CH:29][N:30]=2)[CH:21]=[CH:20][CH:25]=1)[C:14]1[CH:13]=[C:12]([C:8]2[N:7]([C:1]3[CH:6]=[CH:5][CH:4]=[CH:3][CH:2]=3)[CH:11]=[CH:10][N:9]=2)[CH:17]=[CH:16][CH:15]=1, predict the reactants needed to synthesize it. The reactants are: [C:1]1([N:7]2[CH:11]=[CH:10][N:9]=[C:8]2[C:12]2[CH:13]=[C:14]([OH:18])[CH:15]=[CH:16][CH:17]=2)[CH:6]=[CH:5][CH:4]=[CH:3][CH:2]=1.I[C:20]1[CH:21]=[C:22]([C:26]2[N:27]([C:31]3[CH:36]=[CH:35][CH:34]=[CH:33][CH:32]=3)[CH:28]=[CH:29][N:30]=2)[CH:23]=[CH:24][CH:25]=1.N1C=CC=CC=1C(O)=O.O.[O-]P([O-])([O-])=O.[K+].[K+].[K+]. (2) Given the product [F:1][C:2]1[CH:7]=[C:6]2[C:5](=[C:4]([OH:8])[CH:3]=1)[C:6](=[O:19])[CH2:7][CH:2]2[CH3:3], predict the reactants needed to synthesize it. The reactants are: [F:1][C:2]1[CH:3]=[C:4]([O:8]C(=O)CCCCl)[CH:5]=[CH:6][CH:7]=1.[Cl-].[Al+3].[Cl-].[Cl-].[OH2:19]. (3) Given the product [F:22][C:16]1[CH:17]=[C:18]([F:21])[CH:19]=[CH:20][C:15]=1[O:14][C:3]1[CH:4]=[CH:5][C:6]([CH2:8][S:9]([CH2:12][CH3:13])(=[O:11])=[O:10])=[CH:7][C:2]=1[B:23]1[O:27][C:26]([CH3:29])([CH3:28])[C:25]([CH3:31])([CH3:30])[O:24]1, predict the reactants needed to synthesize it. The reactants are: Br[C:2]1[CH:7]=[C:6]([CH2:8][S:9]([CH2:12][CH3:13])(=[O:11])=[O:10])[CH:5]=[CH:4][C:3]=1[O:14][C:15]1[CH:20]=[CH:19][C:18]([F:21])=[CH:17][C:16]=1[F:22].[B:23]1([B:23]2[O:27][C:26]([CH3:29])([CH3:28])[C:25]([CH3:31])([CH3:30])[O:24]2)[O:27][C:26]([CH3:29])([CH3:28])[C:25]([CH3:31])([CH3:30])[O:24]1.CC([O-])=O.[K+]. (4) Given the product [C:13]([O:12][C:11]([N:10]([CH2:18][C@@H:19]([C:21]1[CH:26]=[CH:25][CH:24]=[C:23]([Cl:27])[CH:22]=1)[OH:20])[CH2:9][CH2:8][C:5]1[CH:6]=[CH:7][C:2]([C:36]2[CH:37]=[CH:38][C:33]([C:31]([O:30][CH2:28][CH3:29])=[O:32])=[CH:34][C:35]=2[O:42][CH3:43])=[CH:3][CH:4]=1)=[O:17])([CH3:16])([CH3:15])[CH3:14], predict the reactants needed to synthesize it. The reactants are: Br[C:2]1[CH:7]=[CH:6][C:5]([CH2:8][CH2:9][N:10]([CH2:18][C@@H:19]([C:21]2[CH:26]=[CH:25][CH:24]=[C:23]([Cl:27])[CH:22]=2)[OH:20])[C:11](=[O:17])[O:12][C:13]([CH3:16])([CH3:15])[CH3:14])=[CH:4][CH:3]=1.[CH2:28]([O:30][C:31]([C:33]1[CH:38]=[CH:37][C:36](B(O)O)=[C:35]([O:42][CH3:43])[CH:34]=1)=[O:32])[CH3:29].C(=O)([O-])[O-].[Na+].[Na+]. (5) Given the product [CH2:1]([O:8][C:9]([CH:11]1[C:17](=[C:18]2[CH2:22][CH:21]([CH3:23])[O:20][C:19]2=[O:25])[O:16][C@H:15]2[N:12]1[C:13](=[O:26])[CH2:14]2)=[O:10])[C:2]1[CH:3]=[CH:4][CH:5]=[CH:6][CH:7]=1, predict the reactants needed to synthesize it. The reactants are: [CH2:1]([O:8][C:9]([CH:11]1[C:17](=[C:18]2[CH2:22][CH:21]([CH2:23]I)[O:20][C:19]2=[O:25])[O:16][C@H:15]2[N:12]1[C:13](=[O:26])[CH2:14]2)=[O:10])[C:2]1[CH:7]=[CH:6][CH:5]=[CH:4][CH:3]=1.C1(C)C=CC=CC=1.COC(C)(C)C. (6) Given the product [C:31]([C:27]1[CH:26]=[C:25]([NH:24][C:23]([C:20]2[CH:21]=[CH:22][C:17]([N:14]3[CH2:13][CH2:12][N:11]([C:8]4[CH:7]=[CH:6][C:5]([C:4]([OH:36])=[O:3])=[CH:10][CH:9]=4)[CH2:16][CH2:15]3)=[N:18][CH:19]=2)=[O:35])[CH:30]=[CH:29][CH:28]=1)([CH3:34])([CH3:32])[CH3:33], predict the reactants needed to synthesize it. The reactants are: C([O:3][C:4](=[O:36])[C:5]1[CH:10]=[CH:9][C:8]([N:11]2[CH2:16][CH2:15][N:14]([C:17]3[CH:22]=[CH:21][C:20]([C:23](=[O:35])[NH:24][C:25]4[CH:30]=[CH:29][CH:28]=[C:27]([C:31]([CH3:34])([CH3:33])[CH3:32])[CH:26]=4)=[CH:19][N:18]=3)[CH2:13][CH2:12]2)=[CH:7][CH:6]=1)C. (7) Given the product [CH3:15][C:14]([C:16]([O:18][CH:19]1[CH2:23][CH2:22][CH2:21][CH2:20]1)=[O:17])([CH3:24])[NH:13][CH2:12][C:7]1[CH:6]=[CH:5][C:4]2[C:9](=[CH:10][CH:11]=[C:2]([B:46]3[O:50][C:49]([CH3:52])([CH3:51])[C:48]([CH3:54])([CH3:53])[O:47]3)[CH:3]=2)[CH:8]=1, predict the reactants needed to synthesize it. The reactants are: Br[C:2]1[CH:3]=[C:4]2[C:9](=[CH:10][CH:11]=1)[CH:8]=[C:7]([CH2:12][NH:13][C:14]([CH3:24])([C:16]([O:18][CH:19]1[CH2:23][CH2:22][CH2:21][CH2:20]1)=[O:17])[CH3:15])[CH:6]=[CH:5]2.C(C(NCC1C=CC=C([B:46]2[O:50][C:49]([CH3:52])([CH3:51])[C:48]([CH3:54])([CH3:53])[O:47]2)C=1)(CC)C(OC1CCCC1)=O)C.